Dataset: Reaction yield outcomes from USPTO patents with 853,638 reactions. Task: Predict the reaction yield, written as a fraction of the theoretical maximum amount of product (1.0 means a 100% yield; for example, 0.34 means a 34% yield). (1) The product is [NH:1]([C:8]1[N:9]([C:21]2[CH:26]=[CH:25][CH:24]=[CH:23][CH:22]=2)[C:10]2[C:15]([C:16](=[O:18])[CH:17]=1)=[C:14]([C:32]1[CH:33]=[CH:34][C:29]([O:28][CH3:27])=[CH:30][CH:31]=1)[N:13]=[C:12]([CH3:20])[CH:11]=2)[C:2]1[CH:7]=[CH:6][CH:5]=[CH:4][CH:3]=1. The yield is 0.630. The catalyst is CC([O-])=O.CC([O-])=O.[Pd+2].O.COCCOC. The reactants are [NH:1]([C:8]1[N:9]([C:21]2[CH:26]=[CH:25][CH:24]=[CH:23][CH:22]=2)[C:10]2[C:15]([C:16](=[O:18])[CH:17]=1)=[C:14](Cl)[N:13]=[C:12]([CH3:20])[CH:11]=2)[C:2]1[CH:7]=[CH:6][CH:5]=[CH:4][CH:3]=1.[CH3:27][O:28][C:29]1[CH:34]=[CH:33][C:32](B(O)O)=[CH:31][CH:30]=1.C1C=CC(P(C2C=CC=CC=2)C2C=CC=CC=2)=CC=1.C([O-])([O-])=O.[K+].[K+]. (2) The reactants are [NH2:1][C:2]1[C:3]([N:20]2[CH2:25][CH2:24][O:23][CH2:22][CH2:21]2)=[N:4][C:5]([S:10][CH2:11][C:12]2[CH:17]=[CH:16][C:15]([O:18][CH3:19])=[CH:14][CH:13]=2)=[N:6][C:7]=1[NH:8][CH3:9].[CH:26](=O)[CH2:27]C.[CH3:30]O. No catalyst specified. The product is [CH2:26]([C:9]1[N:8]([CH3:30])[C:7]2[C:2]([N:1]=1)=[C:3]([N:20]1[CH2:21][CH2:22][O:23][CH2:24][CH2:25]1)[N:4]=[C:5]([S:10][CH2:11][C:12]1[CH:13]=[CH:14][C:15]([O:18][CH3:19])=[CH:16][CH:17]=1)[N:6]=2)[CH3:27]. The yield is 0.800. (3) The catalyst is C(Cl)Cl. The yield is 0.290. The reactants are [F:1][C:2]1[CH:7]=[CH:6][CH:5]=[C:4]([F:8])[C:3]=1[N:9]1[C:14]2[N:15]=[C:16](S(C)=O)[N:17]=[C:18]([C:19]3[CH:20]=[C:21]([CH:28]=[CH:29][C:30]=3[CH3:31])[C:22]([NH:24][CH:25]([CH3:27])[CH3:26])=[O:23])[C:13]=2[CH2:12][NH:11][C:10]1=[O:35].[CH3:36][N:37]([CH3:48])[CH2:38][CH2:39][CH2:40][N:41]([CH3:47])[CH2:42][CH2:43][CH2:44][NH:45][CH3:46].C(N(CC)CC)C. The product is [F:1][C:2]1[CH:7]=[CH:6][CH:5]=[C:4]([F:8])[C:3]=1[N:9]1[C:14]2[N:15]=[C:16]([N:45]([CH2:44][CH2:43][CH2:42][N:41]([CH2:40][CH2:39][CH2:38][N:37]([CH3:36])[CH3:48])[CH3:47])[CH3:46])[N:17]=[C:18]([C:19]3[CH:20]=[C:21]([CH:28]=[CH:29][C:30]=3[CH3:31])[C:22]([NH:24][CH:25]([CH3:27])[CH3:26])=[O:23])[C:13]=2[CH2:12][NH:11][C:10]1=[O:35]. (4) The reactants are [CH3:1][N:2]([CH2:4][C:5]1[CH:6]=[C:7]([CH:12]=[C:13]([CH2:15][OH:16])[CH:14]=1)[C:8]([O:10][CH3:11])=[O:9])[CH3:3]. The catalyst is C1(C)C=CC=CC=1.[O-2].[Mn+4].[O-2]. The product is [CH3:1][N:2]([CH2:4][C:5]1[CH:6]=[C:7]([CH:12]=[C:13]([CH:15]=[O:16])[CH:14]=1)[C:8]([O:10][CH3:11])=[O:9])[CH3:3]. The yield is 0.820.